From a dataset of Full USPTO retrosynthesis dataset with 1.9M reactions from patents (1976-2016). Predict the reactants needed to synthesize the given product. (1) Given the product [CH3:21][N:22]([CH3:29])[CH:23]1[CH2:28][CH2:27][N:26]([C:31]2[CH:36]=[CH:35][C:34]([C:37]([F:40])([F:38])[F:39])=[CH:33][C:32]=2[N+:41]([O-:43])=[O:42])[CH2:25][CH2:24]1, predict the reactants needed to synthesize it. The reactants are: Cl.Cl.C(N1CCC(N(C)C)CC1)C1C=CC=CC=1.Cl.Cl.[CH3:21][N:22]([CH3:29])[CH:23]1[CH2:28][CH2:27][NH:26][CH2:25][CH2:24]1.F[C:31]1[CH:36]=[CH:35][C:34]([C:37]([F:40])([F:39])[F:38])=[CH:33][C:32]=1[N+:41]([O-:43])=[O:42].C(N(CC)CC)C. (2) Given the product [OH:1][C:2]1[C:7]([C:8]([NH:18][CH:19]([C:34]2[CH:35]=[CH:36][C:37]([O:40][CH3:41])=[CH:38][CH:39]=2)[C:20]2[CH:21]=[C:22]([P:26](=[O:33])([O:30][CH2:31][CH3:32])[O:27][CH2:28][CH3:29])[CH:23]=[CH:24][CH:25]=2)=[O:10])=[CH:6][N:5]=[C:4]([C:11]2[CH:16]=[CH:15][CH:14]=[CH:13][N:12]=2)[N:3]=1, predict the reactants needed to synthesize it. The reactants are: [OH:1][C:2]1[C:7]([C:8]([OH:10])=O)=[CH:6][N:5]=[C:4]([C:11]2[CH:16]=[CH:15][CH:14]=[CH:13][N:12]=2)[N:3]=1.Cl.[NH2:18][CH:19]([C:34]1[CH:39]=[CH:38][C:37]([O:40][CH3:41])=[CH:36][CH:35]=1)[C:20]1[CH:21]=[C:22]([P:26](=[O:33])([O:30][CH2:31][CH3:32])[O:27][CH2:28][CH3:29])[CH:23]=[CH:24][CH:25]=1.CCN(CC)CC. (3) Given the product [OH:1][C:2]1([C:14]2[CH:19]=[CH:18][C:17]([O:20][CH2:22][C:23]#[N:24])=[CH:16][CH:15]=2)[CH2:6][CH2:5][CH2:4][CH:3]1[NH:7][S:8]([CH:11]([CH3:13])[CH3:12])(=[O:10])=[O:9], predict the reactants needed to synthesize it. The reactants are: [OH:1][C:2]1([C:14]2[CH:19]=[CH:18][C:17]([OH:20])=[CH:16][CH:15]=2)[CH2:6][CH2:5][CH2:4][CH:3]1[NH:7][S:8]([CH:11]([CH3:13])[CH3:12])(=[O:10])=[O:9].Br[CH2:22][C:23]#[N:24].C(=O)([O-])[O-].[K+].[K+].